From a dataset of Forward reaction prediction with 1.9M reactions from USPTO patents (1976-2016). Predict the product of the given reaction. (1) Given the reactants [CH2:1]([NH:3][C:4]([C:6]1[S:7][CH:8]=[CH:9][CH:10]=1)=[O:5])[CH3:2].[CH:11](=[O:13])C, predict the reaction product. The product is: [CH2:1]([NH:3][C:4]([C:6]1[S:7][CH:8]=[CH:9][C:10]=1[CH2:11][OH:13])=[O:5])[CH3:2]. (2) Given the reactants C([O:5][N:6]=[C:7]1[C:16]2[C:11](=[CH:12][CH:13]=[C:14]([OH:17])[CH:15]=2)[O:10][C:9]([C:18]2[N:19]=[CH:20][C:21]3[C:26]([CH:27]=2)=[CH:25][CH:24]=[CH:23][CH:22]=3)=[CH:8]1)(C)(C)C.Br[CH2:29][CH2:30][O:31][CH3:32], predict the reaction product. The product is: [CH:20]1[C:21]2[C:26](=[CH:25][CH:24]=[CH:23][CH:22]=2)[CH:27]=[C:18]([C:9]2[O:10][C:11]3[C:16]([C:7](=[N:6][OH:5])[CH:8]=2)=[CH:15][C:14]([O:17][CH2:29][CH2:30][O:31][CH3:32])=[CH:13][CH:12]=3)[N:19]=1. (3) Given the reactants [Cl:1][C:2]1[CH:7]=[C:6]([OH:8])[CH:5]=[CH:4][C:3]=1[CH:9]([CH3:24])[C:10]([C:16]1[CH:17]=[CH:18][C:19](=[O:23])[N:20]([CH3:22])[CH:21]=1)([OH:15])[C:11]([F:14])([F:13])[F:12].[Cl:25][C:26]1[CH:27]=[C:28](B(O)O)[CH:29]=[CH:30][C:31]=1[C:32]([O:34][CH3:35])=[O:33], predict the reaction product. The product is: [CH3:35][O:34][C:32](=[O:33])[C:31]1[CH:30]=[CH:29][C:28]([O:8][C:6]2[CH:5]=[CH:4][C:3]([CH:9]([CH3:24])[C:10]([OH:15])([C:16]3[CH:17]=[CH:18][C:19](=[O:23])[N:20]([CH3:22])[CH:21]=3)[C:11]([F:13])([F:14])[F:12])=[C:2]([Cl:1])[CH:7]=2)=[CH:27][C:26]=1[Cl:25]. (4) The product is: [C:26]([C:24]1[O:25][C:21]2[CH:20]=[CH:19][C:18]([NH:17][C:2]3[C:3](=[O:16])[N:4]([CH3:15])[S:5](=[O:14])(=[O:13])[C:6]=3[C:7]3[CH:12]=[CH:11][CH:10]=[CH:9][CH:8]=3)=[CH:29][C:22]=2[CH:23]=1)(=[O:28])[CH3:27]. Given the reactants Cl[C:2]1[C:3](=[O:16])[N:4]([CH3:15])[S:5](=[O:14])(=[O:13])[C:6]=1[C:7]1[CH:12]=[CH:11][CH:10]=[CH:9][CH:8]=1.[NH2:17][C:18]1[CH:19]=[CH:20][C:21]2[O:25][C:24]([C:26](=[O:28])[CH3:27])=[CH:23][C:22]=2[CH:29]=1, predict the reaction product. (5) Given the reactants [CH:1]([C:4]1[CH:9]=[CH:8][CH:7]=[CH:6][C:5]=1[OH:10])([CH3:3])[CH3:2].NC1C=CC=CN=1.S(Cl)([Cl:21])(=O)=O.O, predict the reaction product. The product is: [Cl:21][C:8]1[CH:7]=[CH:6][C:5]([OH:10])=[C:4]([CH:1]([CH3:3])[CH3:2])[CH:9]=1. (6) Given the reactants [Cl:1][C:2]1[CH:31]=[C:30]([Cl:32])[CH:29]=[CH:28][C:3]=1[O:4][C:5]1[CH:10]=[CH:9][CH:8]=[CH:7][C:6]=1[NH:11][S:12]([C:15]1[CH:27]=[CH:26][C:18]([C:19]([NH:21][CH2:22][C:23](O)=[O:24])=[O:20])=[CH:17][CH:16]=1)(=[O:14])=[O:13].Cl.Cl.[CH3:35][O:36][C:37](=[O:45])[C@H:38]([CH2:40][CH2:41][CH2:42][CH2:43][NH2:44])[NH2:39], predict the reaction product. The product is: [CH3:35][O:36][C:37](=[O:45])[C@@H:38]([NH2:39])[CH2:40][CH2:41][CH2:42][CH2:43][NH:44][C:23](=[O:24])[CH2:22][NH:21][C:19](=[O:20])[C:18]1[CH:26]=[CH:27][C:15]([S:12](=[O:14])(=[O:13])[NH:11][C:6]2[CH:7]=[CH:8][CH:9]=[CH:10][C:5]=2[O:4][C:3]2[CH:28]=[CH:29][C:30]([Cl:32])=[CH:31][C:2]=2[Cl:1])=[CH:16][CH:17]=1. (7) Given the reactants C(OC(=O)[NH:7][C@H:8]1[CH2:13][CH2:12][C@H:11]([S:14]([CH3:17])(=[O:16])=[O:15])[CH2:10][CH2:9]1)(C)(C)C.[F:19][C:20]([F:25])([F:24])[C:21]([OH:23])=[O:22], predict the reaction product. The product is: [F:19][C:20]([F:25])([F:24])[C:21]([OH:23])=[O:22].[CH3:17][S:14]([C@H:11]1[CH2:12][CH2:13][C@H:8]([NH2:7])[CH2:9][CH2:10]1)(=[O:15])=[O:16].